Dataset: Reaction yield outcomes from USPTO patents with 853,638 reactions. Task: Predict the reaction yield, written as a fraction of the theoretical maximum amount of product (1.0 means a 100% yield; for example, 0.34 means a 34% yield). (1) The reactants are Cl[C:2]1[C:11]2[C:6](=[CH:7][CH:8]=[C:9]([C:12]#[N:13])[CH:10]=2)[N:5]=[CH:4][CH:3]=1.[N:14]1[CH:19]=[CH:18][C:17](B(O)O)=[CH:16][CH:15]=1.C(=O)([O-])[O-].[K+].[K+]. The catalyst is O1CCOCC1.C1C=CC([P]([Pd]([P](C2C=CC=CC=2)(C2C=CC=CC=2)C2C=CC=CC=2)([P](C2C=CC=CC=2)(C2C=CC=CC=2)C2C=CC=CC=2)[P](C2C=CC=CC=2)(C2C=CC=CC=2)C2C=CC=CC=2)(C2C=CC=CC=2)C2C=CC=CC=2)=CC=1. The product is [N:14]1[CH:19]=[CH:18][C:17]([C:2]2[C:11]3[C:6](=[CH:7][CH:8]=[C:9]([C:12]#[N:13])[CH:10]=3)[N:5]=[CH:4][CH:3]=2)=[CH:16][CH:15]=1. The yield is 0.950. (2) The reactants are [Cl:1][C:2]1[CH:3]=[C:4]2[C:9](=[CH:10][C:11]=1[O:12][C:13]1[N:18]=[CH:17][C:16]([CH2:19][CH3:20])=[CH:15][N:14]=1)[O:8][CH:7]([C:21]([F:24])([F:23])[F:22])[C:6]([C:25]([O:27]CC)=[O:26])=[CH:5]2.O.[OH-].[Li+].C(O)C. The catalyst is C1COCC1.O. The product is [Cl:1][C:2]1[CH:3]=[C:4]2[C:9](=[CH:10][C:11]=1[O:12][C:13]1[N:14]=[CH:15][C:16]([CH2:19][CH3:20])=[CH:17][N:18]=1)[O:8][CH:7]([C:21]([F:23])([F:24])[F:22])[C:6]([C:25]([OH:27])=[O:26])=[CH:5]2. The yield is 0.450.